From a dataset of Full USPTO retrosynthesis dataset with 1.9M reactions from patents (1976-2016). Predict the reactants needed to synthesize the given product. Given the product [CH:17]1([O:10][C:8]2[CH:7]=[CH:6][C:3]([CH:4]=[O:5])=[C:2]([OH:1])[CH:9]=2)[CH2:21][CH2:20][CH2:19][CH2:18]1, predict the reactants needed to synthesize it. The reactants are: [OH:1][C:2]1[CH:9]=[C:8]([OH:10])[CH:7]=[CH:6][C:3]=1[CH:4]=[O:5].C(=O)([O-])[O-].[K+].[K+].[CH:17]1(I)[CH2:21][CH2:20][CH2:19][CH2:18]1.